From a dataset of Forward reaction prediction with 1.9M reactions from USPTO patents (1976-2016). Predict the product of the given reaction. Given the reactants C([O:3][C:4](=O)[CH2:5][CH2:6][C:7]1[CH:12]=[C:11]([O:13][CH3:14])[C:10]([CH2:15][C@H:16]([NH:18][C:19](=[O:24])[C:20]([F:23])([F:22])[F:21])[CH3:17])=[CH:9][C:8]=1[O:25][CH3:26])C.[H-].[H-].[H-].[H-].[Li+].[Al+3], predict the reaction product. The product is: [F:21][C:20]([F:22])([F:23])[C:19]([NH:18][C@H:16]([CH3:17])[CH2:15][C:10]1[CH:9]=[C:8]([O:25][CH3:26])[C:7]([CH2:6][CH2:5][CH2:4][OH:3])=[CH:12][C:11]=1[O:13][CH3:14])=[O:24].